Dataset: Catalyst prediction with 721,799 reactions and 888 catalyst types from USPTO. Task: Predict which catalyst facilitates the given reaction. (1) Reactant: C([O:8][C:9](=[O:43])[C@H:10]([N:24]([S:26]([C:29]1[S:30][C:31]([C:34]2[CH:39]=[CH:38][C:37]([O:40][CH2:41][CH3:42])=[CH:36][CH:35]=2)=[CH:32][CH:33]=1)(=[O:28])=[O:27])[CH3:25])[CH:11]1[CH2:16][CH2:15][N:14]([C:17]([O:19][C:20]([CH3:23])([CH3:22])[CH3:21])=[O:18])[CH2:13][CH2:12]1)C1C=CC=CC=1. Product: [C:17]([N:14]1[CH2:15][CH2:16][CH:11]([C@@H:10]([N:24]([S:26]([C:29]2[S:30][C:31]([C:34]3[CH:35]=[CH:36][C:37]([O:40][CH2:41][CH3:42])=[CH:38][CH:39]=3)=[CH:32][CH:33]=2)(=[O:28])=[O:27])[CH3:25])[C:9]([OH:43])=[O:8])[CH2:12][CH2:13]1)([O:19][C:20]([CH3:22])([CH3:21])[CH3:23])=[O:18]. The catalyst class is: 50. (2) Reactant: [CH3:1][C:2]1[CH:7]=[CH:6][CH:5]=[C:4]([C:8]#[C:9][CH:10]=[C:11]2[CH2:16][CH2:15][NH:14][CH2:13][CH2:12]2)[N:3]=1.Br[C:18]1[CH:19]=[CH:20][C:21]([C:24]#[N:25])=[N:22][CH:23]=1.C(=O)([O-])[O-].[Cs+].[Cs+].[Cl-].C(C1C=CC=C(C(C)C)C=1[N+]1C=CN(C2C(C(C)C)=CC=CC=2C(C)C)C=1)(C)C. Product: [CH3:1][C:2]1[N:3]=[C:4]([C:8]#[C:9][CH:10]=[C:11]2[CH2:12][CH2:13][N:14]([C:18]3[CH:19]=[CH:20][C:21]([C:24]#[N:25])=[N:22][CH:23]=3)[CH2:15][CH2:16]2)[CH:5]=[CH:6][CH:7]=1. The catalyst class is: 167. (3) Reactant: [Cl:1][C:2]1[CH:11]=[C:10]2[C:5]([NH:6][C:7](=[O:20])[C:8]3[N:9]2[N:12]=[C:13]([C:15]([O:17]CC)=[O:16])[N:14]=3)=[CH:4][CH:3]=1.[OH-].[Na+].O. Product: [Cl:1][C:2]1[CH:11]=[C:10]2[C:5]([NH:6][C:7](=[O:20])[C:8]3[N:9]2[N:12]=[C:13]([C:15]([OH:17])=[O:16])[N:14]=3)=[CH:4][CH:3]=1. The catalyst class is: 8. (4) Reactant: [CH2:1]([O:6][CH:7]1[CH2:12][CH2:11][N:10](OC(OC(C)(C)C)=O)[CH2:9][CH2:8]1)[CH2:2][CH2:3][CH2:4][CH3:5].Cl. Product: [CH2:1]([O:6][CH:7]1[CH2:12][CH2:11][NH:10][CH2:9][CH2:8]1)[CH2:2][CH2:3][CH2:4][CH3:5]. The catalyst class is: 13. (5) Reactant: [CH3:1][C:2]1[CH2:21][S:20][C@@H:5]2[C@H:6]([NH:9][C:10]([C@H:12]([NH2:19])[C:13]3[CH:14]=[CH:15][CH:16]=[CH:17][CH:18]=3)=[O:11])[C:7](=[O:8])[N:4]2[C:3]=1[C:22]([OH:24])=[O:23].N. Product: [CH3:1][C:2]1[CH2:21][S:20][C@@H:5]2[C@H:6]([NH:9][C:10]([C@H:12]([NH2:19])[C:13]3[CH:14]=[CH:15][CH:16]=[CH:17][CH:18]=3)=[O:11])[C:7](=[O:8])[N:4]2[C:3]=1[C:22]([OH:24])=[O:23].[OH2:8]. The catalyst class is: 6. (6) Reactant: [C:1]([C:3]([NH:6][C:7](=[O:16])[O:8][CH2:9][C:10]1[CH:15]=[CH:14][CH:13]=[CH:12][CH:11]=1)([CH3:5])[CH3:4])#[N:2].OO.O[Li].O.[O-:22]S([O-])=O.[Na+].[Na+].C(O)(=O)CC(CC(O)=O)(C(O)=O)O. Product: [NH2:2][C:1](=[O:22])[C:3]([NH:6][C:7](=[O:16])[O:8][CH2:9][C:10]1[CH:15]=[CH:14][CH:13]=[CH:12][CH:11]=1)([CH3:5])[CH3:4]. The catalyst class is: 191. (7) Reactant: [CH3:1][N:2]1[CH2:7][CH2:6][CH:5]([NH2:8])[CH2:4][CH2:3]1.C(N(CC)CC)C.[I:16][C:17]1[CH:25]=[CH:24][C:20]([C:21](Cl)=[O:22])=[CH:19][CH:18]=1. Product: [I:16][C:17]1[CH:25]=[CH:24][C:20]([C:21]([NH:8][CH:5]2[CH2:6][CH2:7][N:2]([CH3:1])[CH2:3][CH2:4]2)=[O:22])=[CH:19][CH:18]=1. The catalyst class is: 4. (8) Reactant: [NH2:1][C@@H:2]([CH2:6][CH2:7][CH2:8][CH3:9])[CH2:3][CH2:4][OH:5].[NH2:10][C:11]1[N:16]=[C:15](Cl)[C:14]([CH2:18][C:19]2[CH:24]=[CH:23][C:22]([CH2:25][C:26]#[N:27])=[CH:21][C:20]=2[F:28])=[C:13]([CH3:29])[N:12]=1. Product: [NH2:10][C:11]1[N:16]=[C:15]([NH:1][C@@H:2]([CH2:6][CH2:7][CH2:8][CH3:9])[CH2:3][CH2:4][OH:5])[C:14]([CH2:18][C:19]2[CH:24]=[CH:23][C:22]([CH2:25][C:26]#[N:27])=[CH:21][C:20]=2[F:28])=[C:13]([CH3:29])[N:12]=1. The catalyst class is: 179. (9) Reactant: [N+:1]([C:4]1[CH:5]=[C:6]2[C:10](=[CH:11][CH:12]=1)[NH:9][C:8]([C:13]([O:15][CH2:16][CH3:17])=[O:14])=[CH:7]2)([O-])=O. Product: [NH2:1][C:4]1[CH:5]=[C:6]2[C:10](=[CH:11][CH:12]=1)[NH:9][C:8]([C:13]([O:15][CH2:16][CH3:17])=[O:14])=[CH:7]2. The catalyst class is: 29. (10) Product: [Br:1][C:2]1[CH:7]=[C:6]([C:8]([C:10]2[CH:15]=[CH:14][C:13]([Cl:16])=[CH:12][CH:11]=2)=[O:9])[CH:5]=[CH:4][C:3]=1[NH2:17]. Reactant: [Br:1][C:2]1[CH:7]=[C:6]([C:8]([C:10]2[CH:15]=[CH:14][C:13]([Cl:16])=[CH:12][CH:11]=2)=[O:9])[CH:5]=[CH:4][C:3]=1[NH:17]C(=O)OC(C)(C)C.FC(F)(F)C(O)=O. The catalyst class is: 4.